From a dataset of Forward reaction prediction with 1.9M reactions from USPTO patents (1976-2016). Predict the product of the given reaction. (1) Given the reactants O=[C:2]1[NH:11][C:10]2[N:9]=[C:8]([O:12]CCCC=O)[CH:7]=[CH:6][C:5]=2[CH2:4][CH2:3]1.[Cl:18][C:19]1[C:24]([Cl:25])=[CH:23][CH:22]=[CH:21][C:20]=1[N:26]1[CH2:31][CH2:30][NH:29][CH2:28][CH2:27]1.[BH-](O[C:42]([CH3:44])=[O:43])(OC(C)=O)OC(C)=O.[Na+].Cl[CH:47](Cl)[CH3:48], predict the reaction product. The product is: [Cl:18][C:19]1[C:24]([Cl:25])=[CH:23][CH:22]=[CH:21][C:20]=1[N:26]1[CH2:31][CH2:30][N:29]([CH2:47][CH2:48][CH2:44][CH2:42][O:43][CH:6]2[C:5]3[C:10](=[N:11][CH:2]=[CH:3][CH:4]=3)[NH:9][C:8](=[O:12])[CH2:7]2)[CH2:28][CH2:27]1. (2) Given the reactants [Cl:1][C:2]1[CH:7]=[CH:6][C:5]([N:8]2[C:14](=O)[C:13]([CH3:17])([CH3:16])[C:12]3=[N:18][N:19]=[C:20]([CH3:21])[N:11]3[C:10]3[CH:22]=[CH:23][CH:24]=[CH:25][C:9]2=3)=[CH:4][CH:3]=1.B.C1COCC1, predict the reaction product. The product is: [Cl:1][C:2]1[CH:7]=[CH:6][C:5]([N:8]2[CH2:14][C:13]([CH3:17])([CH3:16])[C:12]3=[N:18][N:19]=[C:20]([CH3:21])[N:11]3[C:10]3[CH:22]=[CH:23][CH:24]=[CH:25][C:9]2=3)=[CH:4][CH:3]=1. (3) Given the reactants [CH2:1]([CH:4]([CH2:7][CH2:8][CH2:9][CH2:10][CH3:11])[CH2:5]O)[CH2:2][CH3:3].[NH3:12], predict the reaction product. The product is: [CH2:1]([CH:4]([CH2:7][CH2:8][CH2:9][CH2:10][CH3:11])[CH2:5][NH2:12])[CH2:2][CH3:3]. (4) Given the reactants [H-].[Na+].[NH2:3][C:4]1[NH:8][C:7]2([C:17]3[C:12](=[CH:13][CH:14]=[C:15]([Br:18])[CH:16]=3)[O:11][C:10]([CH3:20])([CH3:19])[CH2:9]2)[C:6](=[O:21])[N:5]=1.[CH3:22]I, predict the reaction product. The product is: [NH2:3][C:4]1[N:5]([CH3:22])[C:6](=[O:21])[C:7]2([C:17]3[C:12](=[CH:13][CH:14]=[C:15]([Br:18])[CH:16]=3)[O:11][C:10]([CH3:19])([CH3:20])[CH2:9]2)[N:8]=1. (5) Given the reactants [Cl:1][C:2]1[CH:3]=[C:4]2[C:8](=[CH:9][CH:10]=1)[NH:7][CH:6]=[C:5]2[CH2:11][CH2:12][NH:13][C:14](=[O:22])[C:15]1[CH:20]=[CH:19][C:18](I)=[CH:17][CH:16]=1.[CH3:23][O:24][C:25]1[CH:30]=[CH:29][C:28](B(O)O)=[CH:27][CH:26]=1.C(=O)([O-])[O-].[Na+].[Na+], predict the reaction product. The product is: [Cl:1][C:2]1[CH:3]=[C:4]2[C:8](=[CH:9][CH:10]=1)[NH:7][CH:6]=[C:5]2[CH2:11][CH2:12][NH:13][C:14]([C:15]1[CH:20]=[CH:19][C:18]([C:28]2[CH:29]=[CH:30][C:25]([O:24][CH3:23])=[CH:26][CH:27]=2)=[CH:17][CH:16]=1)=[O:22].